Task: Predict the product of the given reaction.. Dataset: Forward reaction prediction with 1.9M reactions from USPTO patents (1976-2016) Given the reactants [CH3:1][C:2]1[C:6]2[C:7](=[O:20])[N:8]([CH2:12][CH2:13][N:14]3[CH2:19][CH2:18][CH2:17][CH2:16][CH2:15]3)[CH2:9][CH2:10][CH2:11][C:5]=2[NH:4][C:3]=1[CH:21]=O.[Br:23][C:24]1[CH:25]=[C:26]2[C:30](=[CH:31][CH:32]=1)[NH:29][C:28](=[O:33])[CH2:27]2, predict the reaction product. The product is: [Br:23][C:24]1[CH:25]=[C:26]2[C:30](=[CH:31][CH:32]=1)[NH:29][C:28](=[O:33])[C:27]2=[CH:21][C:3]1[NH:4][C:5]2[CH2:11][CH2:10][CH2:9][N:8]([CH2:12][CH2:13][N:14]3[CH2:19][CH2:18][CH2:17][CH2:16][CH2:15]3)[C:7](=[O:20])[C:6]=2[C:2]=1[CH3:1].